Dataset: Full USPTO retrosynthesis dataset with 1.9M reactions from patents (1976-2016). Task: Predict the reactants needed to synthesize the given product. (1) Given the product [F:29][C:26]1[CH:27]=[CH:28][C:21]2=[C:22]([CH:25]=1)[O:23][CH2:24][C:18]1[CH:17]=[C:16]([CH2:15][N:7]3[C:6]4[CH:8]=[CH:9][CH:10]=[CH:11][C:5]=4[N:4]=[C:3]3[C:2]([F:1])([F:12])[F:13])[CH:35]=[CH:34][C:19]=1/[C:20]/2=[C:30](/[CH3:33])\[C:31]#[N:32], predict the reactants needed to synthesize it. The reactants are: [F:1][C:2]([F:13])([F:12])[C:3]1[NH:7][C:6]2[CH:8]=[CH:9][CH:10]=[CH:11][C:5]=2[N:4]=1.Br[CH2:15][C:16]1[CH:35]=[CH:34][C:19]2/[C:20](=[C:30](/[CH3:33])\[C:31]#[N:32])/[C:21]3[CH:28]=[CH:27][C:26]([F:29])=[CH:25][C:22]=3[O:23][CH2:24][C:18]=2[CH:17]=1. (2) Given the product [Br:1][C:2]1[CH:38]=[CH:37][C:5]([CH2:6][N:7]2[C:11]3[CH:12]=[CH:13][C:14]([O:16][CH2:17][C:18]4[CH:27]=[CH:26][C:25]5[C:20](=[CH:21][CH:22]=[C:23]([F:51])[CH:24]=5)[N:19]=4)=[CH:15][C:10]=3[N:9]=[C:8]2[CH2:28][C:29]([CH3:36])([CH3:35])[C:30]([OH:32])=[O:31])=[CH:4][CH:3]=1, predict the reactants needed to synthesize it. The reactants are: [Br:1][C:2]1[CH:38]=[CH:37][C:5]([CH2:6][N:7]2[C:11]3[CH:12]=[CH:13][C:14]([O:16][CH2:17][C:18]4[CH:27]=[CH:26][C:25]5[C:20](=[CH:21][CH:22]=[CH:23][CH:24]=5)[N:19]=4)=[CH:15][C:10]=3[N:9]=[C:8]2[CH2:28][C:29]([CH3:36])([CH3:35])[C:30]([O:32]CC)=[O:31])=[CH:4][CH:3]=1.ClCC1C=CC2C(=CC=C([F:51])C=2)N=1. (3) The reactants are: Br[CH2:2][CH2:3][CH2:4][O:5][N:6]=[C:7]([O:9][CH2:10][CH3:11])[CH3:8].[NH:12]1[CH2:17][CH2:16][CH2:15][CH2:14][CH2:13]1.[Cl-].[NH4+]. Given the product [N:12]1([CH2:2][CH2:3][CH2:4][O:5][N:6]=[C:7]([O:9][CH2:10][CH3:11])[CH3:8])[CH2:17][CH2:16][CH2:15][CH2:14][CH2:13]1, predict the reactants needed to synthesize it. (4) Given the product [OH:12][CH2:11][CH2:10][CH2:9][N:6]1[CH2:7][CH2:8][N:4]([CH2:3][CH2:2][N:20]2[CH2:21][CH2:22][CH2:23][CH:19]2[CH3:18])[C:5]1=[C:13]([C:16]#[N:17])[C:14]#[N:15], predict the reactants needed to synthesize it. The reactants are: Br[CH2:2][CH2:3][N:4]1[CH2:8][CH2:7][N:6]([CH2:9][CH2:10][CH2:11][OH:12])[C:5]1=[C:13]([C:16]#[N:17])[C:14]#[N:15].[CH3:18][CH:19]1[CH2:23][CH2:22][CH2:21][NH:20]1.C(=O)([O-])[O-].[K+].[K+].[I-].[K+]. (5) Given the product [CH3:1][C:2]1[CH:7]=[CH:6][C:5]([C:8]2[O:12][C:11]([NH:13][C:14]3[CH:15]=[CH:16][CH:17]=[C:18]4[C:23]=3[CH2:22][CH:21]([OH:24])[CH2:20][CH2:19]4)=[N:10][CH:9]=2)=[CH:4][CH:3]=1, predict the reactants needed to synthesize it. The reactants are: [CH3:1][C:2]1[CH:7]=[CH:6][C:5]([C:8]2[O:12][C:11]([NH:13][C:14]3[CH:15]=[CH:16][CH:17]=[C:18]4[C:23]=3[CH2:22][C:21](=[O:24])[CH2:20][CH2:19]4)=[N:10][CH:9]=2)=[CH:4][CH:3]=1.FC(F)(F)C1C=CC(C2OC(NC3C=CC=C4C=3CC(=O)CC4)=NC=2)=CC=1.